From a dataset of Full USPTO retrosynthesis dataset with 1.9M reactions from patents (1976-2016). Predict the reactants needed to synthesize the given product. (1) Given the product [C:2]([C:7]1[O:11][C:10]([CH2:12][N:13]2[CH:17]=[CH:16][C:15]([NH:18][C:29](=[O:30])/[CH:28]=[CH:27]/[C:21]3[CH:22]=[CH:23][CH:24]=[C:25]([Cl:26])[C:20]=3[Cl:19])=[N:14]2)=[CH:9][CH:8]=1)(=[O:6])[CH3:1], predict the reactants needed to synthesize it. The reactants are: [CH3:1][C:2]1([C:7]2[O:11][C:10]([CH2:12][N:13]3[CH:17]=[CH:16][C:15]([NH2:18])=[N:14]3)=[CH:9][CH:8]=2)[O:6]CCO1.[Cl:19][C:20]1[C:25]([Cl:26])=[CH:24][CH:23]=[CH:22][C:21]=1/[CH:27]=[CH:28]/[C:29](O)=[O:30]. (2) The reactants are: [CH:1]([N:4]1[CH:12]=[C:11]2[C:6]([CH:7]=[CH:8][C:9]([O:13][C:14]3[CH:19]=[CH:18][C:17]([O:20]C)=[CH:16][CH:15]=3)=[CH:10]2)=[N:5]1)([CH3:3])[CH3:2].N[C@H](C(O)=O)CCSC.[OH-].[Na+].C(=O)(O)[O-].[Na+]. Given the product [CH:1]([N:4]1[CH:12]=[C:11]2[C:6]([CH:7]=[CH:8][C:9]([O:13][C:14]3[CH:15]=[CH:16][C:17]([OH:20])=[CH:18][CH:19]=3)=[CH:10]2)=[N:5]1)([CH3:3])[CH3:2], predict the reactants needed to synthesize it. (3) Given the product [Br:1][C:2]1[CH:3]=[N:4][C:5]2[N:6]([N:8]=[C:9]([C:11]([N:16]3[CH2:17][CH:18]=[C:19]([C:21]4[CH:26]=[CH:25][C:24]([C:27]([F:28])([F:29])[F:30])=[CH:23][CH:22]=4)[CH2:20][CH:15]3[CH3:14])=[O:13])[CH:10]=2)[CH:7]=1, predict the reactants needed to synthesize it. The reactants are: [Br:1][C:2]1[CH:3]=[N:4][C:5]2[N:6]([N:8]=[C:9]([C:11]([OH:13])=O)[CH:10]=2)[CH:7]=1.[CH3:14][CH:15]1[CH2:20][C:19]([C:21]2[CH:26]=[CH:25][C:24]([C:27]([F:30])([F:29])[F:28])=[CH:23][CH:22]=2)=[CH:18][CH2:17][NH:16]1.